From a dataset of Forward reaction prediction with 1.9M reactions from USPTO patents (1976-2016). Predict the product of the given reaction. Given the reactants [CH2:1]([O:3][C:4](=[O:26])[C:5](=[CH:11][N:12]([CH3:25])[C:13]1[S:14][CH:15]=[CH:16][C:17]=1[C:18]([O:20][C:21]([CH3:24])([CH3:23])[CH3:22])=[O:19])[C:6]([O:8][CH2:9][CH3:10])=[O:7])[CH3:2].[Cl-].[CH2:28]=[N+:29]1[CH2:34][CH2:33][O:32][CH2:31][CH2:30]1.C(=O)([O-])[O-].[Na+].[Na+], predict the reaction product. The product is: [CH2:9]([O:8][C:6](=[O:7])[C:5](=[CH:11][N:12]([CH3:25])[C:13]1[S:14][C:15]([CH2:28][N:29]2[CH2:34][CH2:33][O:32][CH2:31][CH2:30]2)=[CH:16][C:17]=1[C:18]([O:20][C:21]([CH3:24])([CH3:23])[CH3:22])=[O:19])[C:4]([O:3][CH2:1][CH3:2])=[O:26])[CH3:10].